This data is from Full USPTO retrosynthesis dataset with 1.9M reactions from patents (1976-2016). The task is: Predict the reactants needed to synthesize the given product. Given the product [CH3:20][C@@:17]12[C@H:16]3[CH2:15][CH2:14][C@:12]4([CH3:13])[C:11](=[O:21])[CH2:10][CH2:9][C@H:8]4[C@@H:7]3[CH2:6][CH2:5][C@H:4]1[CH2:3][C@@H:2]([OH:24])[CH2:19][CH2:18]2, predict the reactants needed to synthesize it. The reactants are: I[C@H:2]1[CH2:19][CH2:18][C@@:17]2([CH3:20])[C:4](=[CH:5][CH2:6][C@@H:7]3[C@@H:16]2[CH2:15][CH2:14][C@@:12]2([CH3:13])[C@H:8]3[CH2:9][CH2:10][C:11]2=[O:21])[CH2:3]1.C(O)(=[O:24])C.